From a dataset of Forward reaction prediction with 1.9M reactions from USPTO patents (1976-2016). Predict the product of the given reaction. (1) Given the reactants [NH2:1][C:2](=[O:27])[CH2:3][C@H:4]([N:13]1[CH2:17][CH2:16][C@H:15]([NH:18][C:19](=[O:25])[O:20][C:21]([CH3:24])([CH3:23])[CH3:22])[C:14]1=[O:26])[C:5]([N:7]1[CH2:12][CH2:11][O:10][CH2:9][CH2:8]1)=[O:6].CO[C:30](OC)([N:32]([CH3:34])[CH3:33])[CH3:31], predict the reaction product. The product is: [CH3:33][N:32]([CH3:34])/[C:30](=[N:1]/[C:2](=[O:27])[CH2:3][C@H:4]([N:13]1[CH2:17][CH2:16][C@H:15]([NH:18][C:19](=[O:25])[O:20][C:21]([CH3:22])([CH3:23])[CH3:24])[C:14]1=[O:26])[C:5]([N:7]1[CH2:12][CH2:11][O:10][CH2:9][CH2:8]1)=[O:6])/[CH3:31]. (2) Given the reactants [F:1][C:2]([F:13])([F:12])[C:3]1[N:8]=[CH:7][C:6]([C:9](=[O:11])[CH3:10])=[CH:5][CH:4]=1.[C:14](OCC)(=[O:20])[C:15]([O:17][CH2:18][CH3:19])=[O:16], predict the reaction product. The product is: [CH2:18]([O:17][C:15](=[O:16])[C:14]([OH:20])=[CH:10][C:9](=[O:11])[C:6]1[CH:7]=[N:8][C:3]([C:2]([F:12])([F:1])[F:13])=[CH:4][CH:5]=1)[CH3:19]. (3) Given the reactants Cl.[N:2]1([CH2:7][C:8]2[CH:13]=[CH:12][C:11]([CH2:14][CH2:15][NH2:16])=[CH:10][CH:9]=2)[CH2:6][CH2:5][CH2:4][CH2:3]1.[H][H], predict the reaction product. The product is: [N:2]1([CH2:7][CH:8]2[CH2:13][CH2:12][CH:11]([CH2:14][CH2:15][NH2:16])[CH2:10][CH2:9]2)[CH2:6][CH2:5][CH2:4][CH2:3]1. (4) Given the reactants [Cl:1][C:2]1[CH:3]=[C:4]2[C:8](=[CH:9][CH:10]=1)[NH:7][CH2:6][CH2:5]2.C(N(CC)CC)C.Cl[S:19]([C:22]1[CH:30]=[CH:29][C:25]([C:26]([OH:28])=[O:27])=[CH:24][CH:23]=1)(=[O:21])=[O:20].[OH-].[Na+], predict the reaction product. The product is: [Cl:1][C:2]1[CH:3]=[C:4]2[C:8](=[CH:9][CH:10]=1)[N:7]([S:19]([C:22]1[CH:23]=[CH:24][C:25]([C:26]([OH:28])=[O:27])=[CH:29][CH:30]=1)(=[O:21])=[O:20])[CH2:6][CH2:5]2. (5) Given the reactants [C:1]1([C:9]2[CH:14]=[CH:13][CH:12]=[CH:11][CH:10]=2)[CH:6]=[CH:5][C:4]([CH2:7]O)=[CH:3][CH:2]=1.[Br-:15].[Li+].O, predict the reaction product. The product is: [Br:15][CH2:7][C:4]1[CH:5]=[CH:6][C:1]([C:9]2[CH:14]=[CH:13][CH:12]=[CH:11][CH:10]=2)=[CH:2][CH:3]=1. (6) Given the reactants [CH2:1]1[C@H:5]2[CH2:6][CH2:7][CH2:8][C@H:4]2[CH2:3][N:2]1[C:9](=[O:31])[CH2:10][N:11]1[CH2:16][CH2:15][CH:14]([N:17]2[C:25]3[C:20](=[CH:21][C:22]([C:26]([NH:28][CH3:29])=[O:27])=[CH:23][CH:24]=3)[CH2:19][C:18]2=[O:30])[CH2:13][CH2:12]1.O.[S:33](=[O:37])(=[O:36])([OH:35])[OH:34], predict the reaction product. The product is: [S:33]([O-:37])([OH:36])(=[O:35])=[O:34].[CH2:1]1[C@H:5]2[CH2:6][CH2:7][CH2:8][C@H:4]2[CH2:3][N:2]1[C:9](=[O:31])[CH2:10][NH+:11]1[CH2:16][CH2:15][CH:14]([N:17]2[C:25]3[C:20](=[CH:21][C:22]([C:26]([NH:28][CH3:29])=[O:27])=[CH:23][CH:24]=3)[CH2:19][C:18]2=[O:30])[CH2:13][CH2:12]1. (7) Given the reactants Cl.[NH:2]1[C:10]2[C:5](=[CH:6][CH:7]=[CH:8][CH:9]=2)[C:4]([CH2:11][C@H:12]([C:14]2[S:15][CH:16]=[C:17]([C:19]3[CH:24]=[CH:23][CH:22]=[CH:21][CH:20]=3)[N:18]=2)[NH2:13])=[CH:3]1.[CH3:25][CH2:26][CH2:27][CH2:28][C:29](=O)[CH2:30][CH2:31][CH2:32][CH3:33], predict the reaction product. The product is: [CH2:28]([C:29]1([CH2:30][CH2:31][CH2:32][CH3:33])[C:3]2[NH:2][C:10]3[C:5](=[CH:6][CH:7]=[CH:8][CH:9]=3)[C:4]=2[CH2:11][C@H:12]([C:14]2[S:15][CH:16]=[C:17]([C:19]3[CH:24]=[CH:23][CH:22]=[CH:21][CH:20]=3)[N:18]=2)[NH:13]1)[CH2:27][CH2:26][CH3:25].